Dataset: Full USPTO retrosynthesis dataset with 1.9M reactions from patents (1976-2016). Task: Predict the reactants needed to synthesize the given product. (1) Given the product [F:1][CH2:2][CH2:3][O:4][CH2:5][CH2:6][O:7][CH2:8][CH2:9][O:10][C:11]1[CH:16]=[CH:15][C:14]([C:20]2[CH:19]=[C:18]3[C:23](=[CH:22][CH:21]=2)[CH:16]=[C:11]([OH:10])[CH:12]=[CH:24]3)=[CH:13][CH:12]=1, predict the reactants needed to synthesize it. The reactants are: [F:1][CH2:2][CH2:3][O:4][CH2:5][CH2:6][O:7][CH2:8][CH2:9][O:10][C:11]1[CH:16]=[CH:15][C:14](I)=[CH:13][CH:12]=1.[C:18]1([CH3:24])[CH:23]=[CH:22][CH:21]=[CH:20][CH:19]=1. (2) Given the product [CH3:48][C:14]1([CH3:13])[CH2:19][CH:18]([N:20]2[C:25](=[O:26])[C:24]([CH2:27][C:28]3[CH:29]=[CH:30][C:31]([C:34]4[CH:39]=[CH:38][CH:37]=[CH:36][C:35]=4[C:40]4[NH:3][C:4](=[O:7])[O:5][N:41]=4)=[CH:32][CH:33]=3)=[C:23]([CH2:42][CH2:43][CH3:44])[N:22]3[N:45]=[CH:46][N:47]=[C:21]23)[CH2:17][CH2:16][O:15]1, predict the reactants needed to synthesize it. The reactants are: [Cl-].O[NH3+:3].[C:4](=[O:7])([O-])[OH:5].[Na+].CS(C)=O.[CH3:13][C:14]1([CH3:48])[CH2:19][CH:18]([N:20]2[C:25](=[O:26])[C:24]([CH2:27][C:28]3[CH:33]=[CH:32][C:31]([C:34]4[C:35]([C:40]#[N:41])=[CH:36][CH:37]=[CH:38][CH:39]=4)=[CH:30][CH:29]=3)=[C:23]([CH2:42][CH2:43][CH3:44])[N:22]3[N:45]=[CH:46][N:47]=[C:21]23)[CH2:17][CH2:16][O:15]1. (3) Given the product [F:1][C:2]1[CH:7]=[CH:6][CH:5]=[CH:4][C:3]=1[CH2:8][CH2:9][CH2:10][C:11](=[O:13])[CH2:12][C:14](=[O:20])[C:15]([O:17][CH2:18][CH3:19])=[O:16], predict the reactants needed to synthesize it. The reactants are: [F:1][C:2]1[CH:7]=[CH:6][CH:5]=[CH:4][C:3]=1[CH2:8][CH2:9][CH2:10][C:11](=[O:13])[CH3:12].[C:14](OCC)(=[O:20])[C:15]([O:17][CH2:18][CH3:19])=[O:16].[O-]CC.[Na+]. (4) Given the product [CH3:34][N:35]([CH3:36])[C:30]1[O:29][N:28]=[C:27]([C:24]2[N:23]=[CH:22][C:21]([O:20][C:18]3[CH:17]=[C:7]([CH:6]=[C:5]([O:4][CH:1]([CH3:3])[CH3:2])[CH:19]=3)[C:8]([NH:10][C:11]3[CH:15]=[CH:14][N:13]([CH3:16])[N:12]=3)=[O:9])=[CH:26][CH:25]=2)[N:31]=1, predict the reactants needed to synthesize it. The reactants are: [CH:1]([O:4][C:5]1[CH:6]=[C:7]([CH:17]=[C:18]([O:20][C:21]2[CH:22]=[N:23][C:24]([C:27]3[N:31]=[C:30](SC)[O:29][N:28]=3)=[CH:25][CH:26]=2)[CH:19]=1)[C:8]([NH:10][C:11]1[CH:15]=[CH:14][N:13]([CH3:16])[N:12]=1)=[O:9])([CH3:3])[CH3:2].[CH3:34][NH2:35].[CH2:36]1COCC1.C(OCC)C.C(OCC)(=O)C. (5) Given the product [CH2:1]([C@@H:3]1[NH:8][CH2:7][CH2:6][N:5]([CH2:10][C:11]2[CH:16]=[CH:15][CH:14]=[CH:13][CH:12]=2)[CH2:4]1)[CH3:2], predict the reactants needed to synthesize it. The reactants are: [CH2:1]([C@@H:3]1[NH:8][C:7](=O)[CH2:6][N:5]([CH2:10][C:11]2[CH:16]=[CH:15][CH:14]=[CH:13][CH:12]=2)[C:4]1=O)[CH3:2].[H-].[H-].[H-].[H-].[Li+].[Al+3]. (6) Given the product [F:20][C:21]1[CH:26]=[CH:25][C:24]([NH:27][C:28]([NH:17][C:16]2[CH:15]=[CH:14][C:13]([O:12][C:6]3[C:5]4[CH:4]=[CH:3][C:2](=[O:1])[NH:11][C:10]=4[N:9]=[CH:8][CH:7]=3)=[CH:19][CH:18]=2)=[O:29])=[CH:23][CH:22]=1, predict the reactants needed to synthesize it. The reactants are: [O:1]=[C:2]1[NH:11][C:10]2[N:9]=[CH:8][CH:7]=[C:6]([O:12][C:13]3[CH:19]=[CH:18][C:16]([NH2:17])=[CH:15][CH:14]=3)[C:5]=2[CH:4]=[CH:3]1.[F:20][C:21]1[CH:26]=[CH:25][C:24]([N:27]=[C:28]=[O:29])=[CH:23][CH:22]=1.CN(C)C=O. (7) Given the product [CH2:12]([N:10]1[CH2:9][CH2:8][CH:7]([NH:6][C:5](=[O:42])[CH2:18][NH:15][C:28]([C:24]2[C:23]([CH3:31])=[C:22]([CH:20]=[O:21])[NH:26][C:25]=2[CH3:27])=[O:30])[CH2:11]1)[C:36]1[CH:41]=[CH:40][CH:39]=[CH:38][CH:37]=1, predict the reactants needed to synthesize it. The reactants are: Cl.C(N=[C:5]=[N:6][CH2:7][CH2:8][CH2:9][N:10]([CH3:12])[CH3:11])C.C([N:15]([CH2:18]C)CC)C.[CH:20]([C:22]1[NH:26][C:25]([CH3:27])=[C:24]([C:28]([OH:30])=O)[C:23]=1[CH3:31])=[O:21].ON1[C:37]2[CH:38]=[CH:39][CH:40]=[CH:41][C:36]=2N=N1.[OH2:42]. (8) Given the product [F:39][C:24]([F:23])([F:38])[C:25]1[C:29]2[CH:30]=[CH:31][C:32]([O:37][CH2:2][CH2:3][CH2:4][O:5][C:6]3[CH:15]=[C:14]4[C:9]([CH2:10][CH2:11][C:12]([CH2:21][CH3:22])([C:16]([O:18][CH2:19][CH3:20])=[O:17])[O:13]4)=[CH:8][CH:7]=3)=[C:33]([CH2:34][CH2:35][CH3:36])[C:28]=2[O:27][N:26]=1, predict the reactants needed to synthesize it. The reactants are: Br[CH2:2][CH2:3][CH2:4][O:5][C:6]1[CH:15]=[C:14]2[C:9]([CH2:10][CH2:11][C:12]([CH2:21][CH3:22])([C:16]([O:18][CH2:19][CH3:20])=[O:17])[O:13]2)=[CH:8][CH:7]=1.[F:23][C:24]([F:39])([F:38])[C:25]1[C:29]2[CH:30]=[CH:31][C:32]([OH:37])=[C:33]([CH2:34][CH2:35][CH3:36])[C:28]=2[O:27][N:26]=1.C(=O)([O-])[O-].[Cs+].[Cs+]. (9) The reactants are: [NH:1]1[CH2:4][CH:3]([CH2:5][NH:6][C:7](=[O:16])[O:8][CH2:9][C:10]2[CH:15]=[CH:14][CH:13]=[CH:12][CH:11]=2)[CH2:2]1.[CH:17]([C:19]1[C:20]([F:31])=[CH:21][N:22]=[C:23]2[C:28]=1[N:27]=[C:26]([O:29][CH3:30])[CH:25]=[CH:24]2)=[CH2:18]. Given the product [F:31][C:20]1[CH:21]=[N:22][C:23]2[C:28]([C:19]=1[CH2:17][CH2:18][N:1]1[CH2:4][CH:3]([CH2:5][NH:6][C:7](=[O:16])[O:8][CH2:9][C:10]3[CH:15]=[CH:14][CH:13]=[CH:12][CH:11]=3)[CH2:2]1)=[N:27][C:26]([O:29][CH3:30])=[CH:25][CH:24]=2, predict the reactants needed to synthesize it.